Task: Regression/Classification. Given a drug SMILES string, predict its toxicity properties. Task type varies by dataset: regression for continuous values (e.g., LD50, hERG inhibition percentage) or binary classification for toxic/non-toxic outcomes (e.g., AMES mutagenicity, cardiotoxicity, hepatotoxicity). Dataset: ld50_zhu.. Dataset: Acute oral toxicity (LD50) regression data from Zhu et al. (1) The compound is COP(=O)(OC)SCN1C(=O)c2ccccc2C1=O. The rat oral LD50 is 3.78, given as -log10 of the dose in mol/kg body weight (higher means more acutely toxic). (2) The compound is COP(=S)(OC)SC1OCCOC1SP(=S)(OC)OC. The rat oral LD50 is 3.06, given as -log10 of the dose in mol/kg body weight (higher means more acutely toxic). (3) The drug is O=P(OC(CCl)CCl)(OC(CCl)CCl)OC(CCl)CCl. The rat oral LD50 is 2.37, given as -log10 of the dose in mol/kg body weight (higher means more acutely toxic). (4) The compound is CCOP(=S)(OCC)Sc1nc(C)cc(C)n1. The rat oral LD50 is 3.69, given as -log10 of the dose in mol/kg body weight (higher means more acutely toxic). (5) The compound is CS(=O)(=O)N(SC(Cl)(Cl)C(F)(Cl)Cl)c1ccccc1. The rat oral LD50 is 1.89, given as -log10 of the dose in mol/kg body weight (higher means more acutely toxic). (6) The drug is COP(=O)(OC)OC(C)=CC(=O)N(C)C. The rat oral LD50 is 4.26, given as -log10 of the dose in mol/kg body weight (higher means more acutely toxic). (7) The rat oral LD50 is 2.29, given as -log10 of the dose in mol/kg body weight (higher means more acutely toxic). The drug is O=C1c2cccc(S(=O)(=O)O)c2C(=O)c2c1cccc2S(=O)(=O)O. (8) The compound is NC1CC1. The rat oral LD50 is 2.11, given as -log10 of the dose in mol/kg body weight (higher means more acutely toxic).